Dataset: hERG potassium channel inhibition data for cardiac toxicity prediction from Karim et al.. Task: Regression/Classification. Given a drug SMILES string, predict its toxicity properties. Task type varies by dataset: regression for continuous values (e.g., LD50, hERG inhibition percentage) or binary classification for toxic/non-toxic outcomes (e.g., AMES mutagenicity, cardiotoxicity, hepatotoxicity). Dataset: herg_karim. (1) The molecule is Cc1c([C@@H](O)CN2CCC3(CC2)CCN(c2ccc(=O)n(C)n2)C3)ccc2c1COC2=O. The result is 1 (blocker). (2) The molecule is CNCc1cc(N2CCCS2(=O)=O)ccc1Oc1ccc(Cl)cc1Cl. The result is 1 (blocker). (3) The compound is CC1(c2cccc(-c3cccnc3)c2)N=C(N)C(c2ccccc2)=N1. The result is 0 (non-blocker).